Dataset: Full USPTO retrosynthesis dataset with 1.9M reactions from patents (1976-2016). Task: Predict the reactants needed to synthesize the given product. (1) Given the product [N:1]1[C:10]2[CH:9]([N:11]([CH2:35][C:33]3[N:34]=[C:28]4[CH:27]=[C:26]([C:25]([F:38])([F:24])[F:37])[CH:31]=[CH:30][N:29]4[CH:32]=3)[CH2:12][CH2:13][CH2:14][CH2:15][NH2:16])[CH2:8][CH2:7][CH2:6][C:5]=2[CH:4]=[CH:3][CH:2]=1, predict the reactants needed to synthesize it. The reactants are: [N:1]1[C:10]2[CH:9]([NH:11][CH2:12][CH2:13][CH2:14][CH2:15][NH:16]C(=O)OC(C)(C)C)[CH2:8][CH2:7][CH2:6][C:5]=2[CH:4]=[CH:3][CH:2]=1.[F:24][C:25]([F:38])([F:37])[C:26]1[CH:31]=[CH:30][N:29]2[CH:32]=[C:33]([CH:35]=O)[N:34]=[C:28]2[CH:27]=1. (2) Given the product [NH2:7][C@H:8]1[CH2:9][N:10]([C:21]2[N:22]=[CH:23][C:24]([O:27][CH2:28][CH2:29][C@H:30]([CH:32]3[CH2:33][CH2:34][N:35]([C:38]4[O:42][N:41]=[C:40]([CH:43]([CH3:44])[CH3:45])[N:39]=4)[CH2:36][CH2:37]3)[CH3:31])=[CH:25][N:26]=2)[CH2:11][C@@H:12]1[N:13]1[CH2:18][CH:17]([CH3:19])[CH2:16][CH2:15][C:14]1=[O:20], predict the reactants needed to synthesize it. The reactants are: C(OC(=O)[NH:7][C@@H:8]1[C@@H:12]([N:13]2[CH2:18][CH:17]([CH3:19])[CH2:16][CH2:15][C:14]2=[O:20])[CH2:11][N:10]([C:21]2[N:26]=[CH:25][C:24]([O:27][CH2:28][CH2:29][C@H:30]([CH:32]3[CH2:37][CH2:36][N:35]([C:38]4[O:42][N:41]=[C:40]([CH:43]([CH3:45])[CH3:44])[N:39]=4)[CH2:34][CH2:33]3)[CH3:31])=[CH:23][N:22]=2)[CH2:9]1)(C)(C)C.C(O)(C(F)(F)F)=O. (3) The reactants are: Cl.[CH3:2][CH:3]([O:5][C:6]1[CH:11]=[CH:10][C:9]([C:12]2[O:16][N:15]=[C:14]([C:17]3[CH:27]=[CH:26][C:20]4[CH2:21][CH2:22][NH:23][CH2:24][CH2:25][C:19]=4[CH:18]=3)[N:13]=2)=[CH:8][C:7]=1[C:28]([F:31])([F:30])[F:29])[CH3:4].CCN(C(C)C)C(C)C.Br[CH2:42][CH2:43][CH2:44][C:45]([O:47][CH2:48][CH3:49])=[O:46]. Given the product [CH3:4][CH:3]([O:5][C:6]1[CH:11]=[CH:10][C:9]([C:12]2[O:16][N:15]=[C:14]([C:17]3[CH:27]=[CH:26][C:20]4[CH2:21][CH2:22][N:23]([CH2:42][CH2:43][CH2:44][C:45]([O:47][CH2:48][CH3:49])=[O:46])[CH2:24][CH2:25][C:19]=4[CH:18]=3)[N:13]=2)=[CH:8][C:7]=1[C:28]([F:30])([F:31])[F:29])[CH3:2], predict the reactants needed to synthesize it. (4) Given the product [N+:19]([C:15]1[CH:14]=[C:13]([CH:18]=[CH:17][CH:16]=1)[CH2:12][N:8]1[C:6]2=[N:7][C:2]([C:26]3[CH:27]=[C:28]([O:32][CH3:33])[C:29]([O:30][CH3:31])=[C:24]([O:23][CH3:22])[CH:25]=3)=[CH:3][N:4]=[C:5]2[NH:10][C:9]1=[O:11])([O-:21])=[O:20], predict the reactants needed to synthesize it. The reactants are: Br[C:2]1[N:7]=[C:6]2[N:8]([CH2:12][C:13]3[CH:18]=[CH:17][CH:16]=[C:15]([N+:19]([O-:21])=[O:20])[CH:14]=3)[C:9](=[O:11])[NH:10][C:5]2=[N:4][CH:3]=1.[CH3:22][O:23][C:24]1[CH:25]=[C:26](B(O)O)[CH:27]=[C:28]([O:32][CH3:33])[C:29]=1[O:30][CH3:31].C(=O)([O-])[O-].[K+].[K+]. (5) Given the product [NH2:1][C:2]1[CH:3]=[C:4]([C:9]2[N:13]=[C:12]([CH2:14][CH2:15][C:16]([CH3:17])([OH:18])[C:38]([F:40])([F:39])[F:37])[O:11][N:10]=2)[CH:5]=[CH:6][C:7]=1[CH3:8], predict the reactants needed to synthesize it. The reactants are: [NH2:1][C:2]1[CH:3]=[C:4]([C:9]2[N:13]=[C:12]([CH2:14][CH2:15][C:16](=[O:18])[CH3:17])[O:11][N:10]=2)[CH:5]=[CH:6][C:7]=1[CH3:8].CCCC[N+](CCCC)(CCCC)CCCC.[F-].[F:37][C:38]([Si](C)(C)C)([F:40])[F:39]. (6) Given the product [N:24]1[CH:23]=[CH:22][C:21]([C:19]([NH:18][CH2:17][C:14]2[CH:13]=[CH:12][C:11]([O:10][C:8]3[CH:7]=[CH:6][C:5]([NH:27][S:28]([C:31]4[CH:32]=[CH:33][C:34]([CH3:37])=[CH:35][CH:36]=4)(=[O:30])=[O:29])=[C:4]([CH:9]=3)[C:3]([OH:38])=[O:2])=[CH:16][CH:15]=2)=[O:20])=[CH:26][CH:25]=1, predict the reactants needed to synthesize it. The reactants are: C[O:2][C:3](=[O:38])[C:4]1[CH:9]=[C:8]([O:10][C:11]2[CH:16]=[CH:15][C:14]([CH2:17][NH:18][C:19]([C:21]3[CH:26]=[CH:25][N:24]=[CH:23][CH:22]=3)=[O:20])=[CH:13][CH:12]=2)[CH:7]=[CH:6][C:5]=1[NH:27][S:28]([C:31]1[CH:36]=[CH:35][C:34]([CH3:37])=[CH:33][CH:32]=1)(=[O:30])=[O:29].[Li+].[OH-].OS([O-])(=O)=O.[K+]. (7) Given the product [C:1]([NH:5][CH2:6][C:7]1[CH:16]=[CH:15][C:14]2[C:9](=[CH:10][CH:11]=[CH:12][CH:13]=2)[C:8]=1[C:17]1[N:22]=[C:21]([CH:23]([C:43]2[CH:44]=[CH:45][CH:46]=[CH:47][CH:48]=2)[NH:24][C:25]2[C:30]([CH:31]([CH3:32])[CH3:33])=[CH:29][CH:28]=[CH:27][C:26]=2[CH:34]([CH3:36])[CH3:35])[CH:20]=[CH:19][CH:18]=1)([CH3:4])([CH3:3])[CH3:2], predict the reactants needed to synthesize it. The reactants are: [C:1]([NH:5][CH2:6][C:7]1[CH:16]=[CH:15][C:14]2[C:9](=[CH:10][CH:11]=[CH:12][CH:13]=2)[C:8]=1[C:17]1[N:22]=[C:21]([CH2:23][NH:24][C:25]2[C:30]([CH:31]([CH3:33])[CH3:32])=[CH:29][CH:28]=[CH:27][C:26]=2[CH:34]([CH3:36])[CH3:35])[CH:20]=[CH:19][CH:18]=1)([CH3:4])([CH3:3])[CH3:2].C1COCC1.[Li][C:43]1[CH:44]=[CH:45][CH:46]=[CH:47][CH:48]=1.CC(N)(C)C.C(NCC1C=CC2C(=CC=CC=2)C=1C1N=C(C=O)C=CC=1)(C)(C)C.C(N)CCC.[BH3-]C#N.[Na+]. (8) Given the product [OH:26][CH2:27][C:28]([NH:31][S:32]([C:35]1[S:39][C:38]([NH:40][C:12]([C:11]2[CH:10]=[N:9][N:8]3[C:3]([CH:2]([F:1])[F:25])=[CH:4][C:5]([C:15]4[CH:16]=[CH:17][C:18]([C:21]([F:22])([F:24])[F:23])=[CH:19][CH:20]=4)=[N:6][C:7]=23)=[O:14])=[N:37][CH:36]=1)(=[O:34])=[O:33])([CH3:30])[CH3:29], predict the reactants needed to synthesize it. The reactants are: [F:1][CH:2]([F:25])[C:3]1[N:8]2[N:9]=[CH:10][C:11]([C:12]([OH:14])=O)=[C:7]2[N:6]=[C:5]([C:15]2[CH:20]=[CH:19][C:18]([C:21]([F:24])([F:23])[F:22])=[CH:17][CH:16]=2)[CH:4]=1.[OH:26][CH2:27][C:28]([NH:31][S:32]([C:35]1[S:39][C:38]([NH2:40])=[N:37][CH:36]=1)(=[O:34])=[O:33])([CH3:30])[CH3:29]. (9) Given the product [OH:8][C:9]1[C:14](=[O:15])[CH:13]=[CH:12][O:11][C:10]=1[CH:16]([NH:53][C:54](=[O:62])[C:55]1[CH:60]=[CH:59][CH:58]=[CH:57][C:56]=1[CH3:61])[CH2:17][C:18]([C:23]1[O:24][CH:25]=[CH:26][C:27](=[O:37])[C:28]=1[OH:29])([C:38]1[O:39][CH:40]=[CH:41][C:42](=[O:52])[C:43]=1[OH:44])[NH:19][C:20]([OH:22])=[O:21], predict the reactants needed to synthesize it. The reactants are: C([O:8][C:9]1[C:14](=[O:15])[CH:13]=[CH:12][O:11][C:10]=1[CH:16]([NH:53][C:54](=[O:62])[C:55]1[CH:60]=[CH:59][CH:58]=[CH:57][C:56]=1[CH3:61])[CH2:17][C:18]([C:38]1[O:39][CH:40]=[CH:41][C:42](=[O:52])[C:43]=1[O:44]CC1C=CC=CC=1)([C:23]1[O:24][CH:25]=[CH:26][C:27](=[O:37])[C:28]=1[O:29]CC1C=CC=CC=1)[NH:19][C:20]([OH:22])=[O:21])C1C=CC=CC=1. (10) Given the product [C:1]([O:5][C:6]([N:8]1[CH2:13][CH2:12][CH:11]([CH2:14][CH2:15][CH2:16][O:17][S:22]([CH3:21])(=[O:24])=[O:23])[CH2:10][CH2:9]1)=[O:7])([CH3:4])([CH3:3])[CH3:2], predict the reactants needed to synthesize it. The reactants are: [C:1]([O:5][C:6]([N:8]1[CH2:13][CH2:12][CH:11]([CH2:14][CH2:15][CH2:16][OH:17])[CH2:10][CH2:9]1)=[O:7])([CH3:4])([CH3:3])[CH3:2].ClCCl.[CH3:21][S:22](Cl)(=[O:24])=[O:23].